From a dataset of Full USPTO retrosynthesis dataset with 1.9M reactions from patents (1976-2016). Predict the reactants needed to synthesize the given product. (1) Given the product [CH3:49][O:48][C:45]1[CH:46]=[CH:47][C:42]([CH:9]([C:6]2[CH:5]=[CH:4][C:3]([O:2][CH3:1])=[CH:8][CH:7]=2)[O:10][CH:11]([C:36]2[CH:37]=[CH:38][CH:39]=[CH:40][CH:41]=2)[CH:12]2[CH2:13][N:14]([C:18](=[O:35])[CH2:19][CH2:20][CH2:21][CH2:22][CH2:23][N:24]3[C:32](=[O:33])[C:31]4[C:26](=[CH:27][CH:28]=[CH:29][CH:30]=4)[C:25]3=[O:34])[CH2:15][CH:16]2[O:17][C:50](=[O:56])[CH2:51][CH2:52][C:53]([OH:55])=[O:54])=[CH:43][CH:44]=1, predict the reactants needed to synthesize it. The reactants are: [CH3:1][O:2][C:3]1[CH:8]=[CH:7][C:6]([CH:9]([C:42]2[CH:47]=[CH:46][C:45]([O:48][CH3:49])=[CH:44][CH:43]=2)[O:10][CH:11]([C:36]2[CH:41]=[CH:40][CH:39]=[CH:38][CH:37]=2)[CH:12]2[CH:16]([OH:17])[CH2:15][N:14]([C:18](=[O:35])[CH2:19][CH2:20][CH2:21][CH2:22][CH2:23][N:24]3[C:32](=[O:33])[C:31]4[C:26](=[CH:27][CH:28]=[CH:29][CH:30]=4)[C:25]3=[O:34])[CH2:13]2)=[CH:5][CH:4]=1.[C:50]1(=[O:56])[O:55][C:53](=[O:54])[CH2:52][CH2:51]1.C(N(CC)CC)C. (2) Given the product [CH3:1][CH:2]([CH2:6][C:7]#[C:8][CH3:9])[C:3]([O:5][CH3:12])=[O:4], predict the reactants needed to synthesize it. The reactants are: [CH3:1][CH:2]([CH2:6][C:7]#[C:8][CH3:9])[C:3]([OH:5])=[O:4].CI.[C:12]([O-])([O-])=O.[K+].[K+]. (3) Given the product [NH2:10][C@@H:11]([CH2:22][C:23]1[CH:28]=[CH:27][CH:26]=[CH:25][CH:24]=1)/[CH:12]=[N:13]/[C:14]1[C:15]([NH:20][CH3:21])=[CH:16][CH:17]=[CH:18][CH:19]=1, predict the reactants needed to synthesize it. The reactants are: C(OC(=O)[NH:10][C@@H:11]([CH2:22][C:23]1[CH:28]=[CH:27][CH:26]=[CH:25][CH:24]=1)/[CH:12]=[N:13]/[C:14]1[CH:19]=[CH:18][CH:17]=[CH:16][C:15]=1[NH:20][CH3:21])C1C=CC=CC=1. (4) Given the product [CH3:33][N:34]([CH3:35])[CH2:2][C:3]([NH:5][C:6]1[CH:11]=[CH:10][C:9]([C@@H:12]2[O:17][CH2:16][CH2:15][N:14]([C@@H:18]([C:20]3[CH:25]=[CH:24][CH:23]=[CH:22][CH:21]=3)[CH3:19])[CH2:13]2)=[CH:8][CH:7]=1)=[O:4], predict the reactants needed to synthesize it. The reactants are: Cl[CH2:2][C:3]([NH:5][C:6]1[CH:11]=[CH:10][C:9]([C@@H:12]2[O:17][CH2:16][CH2:15][N:14]([C@@H:18]([C:20]3[CH:25]=[CH:24][CH:23]=[CH:22][CH:21]=3)[CH3:19])[CH2:13]2)=[CH:8][CH:7]=1)=[O:4].C(=O)([O-])[O-].[K+].[K+].Cl.[CH3:33][NH:34][CH3:35].